From a dataset of Full USPTO retrosynthesis dataset with 1.9M reactions from patents (1976-2016). Predict the reactants needed to synthesize the given product. (1) Given the product [N:1]1([C:7]([O:9][C@H:10](/[CH:12]=[CH:13]\[C:14]([NH:16][C@@H:17]2[CH2:22][C@H:21]([CH3:23])[C@H:20]([CH2:24]/[CH:25]=[C:26](\[CH3:49])/[CH:27]=[CH:28]/[C@H:29]3[O:36][C@H:35]([CH2:37][C:38]([NH2:40])=[O:39])[CH2:34][C@:31]4([O:33][CH2:32]4)[C@@H:30]3[OH:41])[O:19][C@@H:18]2[CH3:50])=[O:15])[CH3:11])=[O:8])[CH2:6][CH2:5][CH2:4][CH2:3][CH2:2]1, predict the reactants needed to synthesize it. The reactants are: [N:1]1([C:7]([O:9][C@H:10](/[CH:12]=[CH:13]\[C:14]([NH:16][C@@H:17]2[CH2:22][C@H:21]([CH3:23])[C@H:20]([CH2:24]/[CH:25]=[C:26](\[CH3:49])/[CH:27]=[CH:28]/[C@H:29]3[O:36][C@H:35]([CH2:37][C:38]([NH2:40])=[O:39])[CH2:34][C@:31]4([O:33][CH2:32]4)[C@@H:30]3[O:41][Si](C(C)(C)C)(C)C)[O:19][C@@H:18]2[CH3:50])=[O:15])[CH3:11])=[O:8])[CH2:6][CH2:5][CH2:4][CH2:3][CH2:2]1.C(N(CC)CC)C.[N+](C1C=CC(OC(=O)OC2C=CC([N+]([O-])=O)=CC=2)=CC=1)([O-])=O.N1CCCCC1.CN(CCSC)C(=O)O[C@H](/C=C\C(N[C@@H]1C[C@H](C)[C@H](C/C=C(\C)/C=C/[C@H]2O[C@H](CC(N)=O)C[C@]3(OC3)[C@@H]2O[Si](C(C)(C)C)(C)C)O[C@@H]1C)=O)C. (2) Given the product [CH3:5][C:2](=[CH2:1])[CH2:3][O:4][CH2:7][C:8]1[CH:16]=[CH:15][C:11]([C:12]([OH:14])=[O:13])=[CH:10][CH:9]=1, predict the reactants needed to synthesize it. The reactants are: [CH3:1][C:2](=[CH2:5])[CH2:3][OH:4].Br[CH2:7][C:8]1[CH:16]=[CH:15][C:11]([C:12]([OH:14])=[O:13])=[CH:10][CH:9]=1.[H-].[Na+].C(OCC1C=CC(C(O)=O)=CC=1)CC=C. (3) Given the product [CH2:6]([C:3]1[CH:4]=[CH:5][N:1]([C:13]([O:15][C:16]([CH3:19])([CH3:18])[CH3:17])=[O:14])[N:2]=1)[CH2:7][C:8]1[CH:12]=[CH:11][N:10]([C:13]([O:15][C:16]([CH3:19])([CH3:18])[CH3:17])=[O:14])[N:9]=1, predict the reactants needed to synthesize it. The reactants are: [NH:1]1[CH:5]=[CH:4][C:3]([CH2:6][CH2:7][C:8]2[CH:12]=[CH:11][NH:10][N:9]=2)=[N:2]1.[C:13](O[C:13]([O:15][C:16]([CH3:19])([CH3:18])[CH3:17])=[O:14])([O:15][C:16]([CH3:19])([CH3:18])[CH3:17])=[O:14]. (4) Given the product [CH3:30][C:27]([CH3:29])([CH3:28])[C@H:22]([N:21]1[CH2:20][CH2:19][N:18]([CH2:31][C:32]2[N:36]([CH3:37])[C:35]3[CH:38]=[CH:39][CH:40]=[CH:41][C:34]=3[N:33]=2)[C:16]1=[O:15])[C:23]([O:25][CH3:26])=[O:24], predict the reactants needed to synthesize it. The reactants are: C1C2C(C[O:15][C:16]([N:18]([CH2:31][C:32]3[N:36]([CH3:37])[C:35]4[CH:38]=[CH:39][CH:40]=[CH:41][C:34]=4[N:33]=3)[CH2:19][CH2:20][NH:21][C@@H:22]([C:27]([CH3:30])([CH3:29])[CH3:28])[C:23]([O:25][CH3:26])=[O:24])=O)C3C(=CC=CC=3)C=2C=CC=1.C(NCC)C.[N+](C1C=CC(OC(=O)OC2C=CC([N+]([O-])=O)=CC=2)=CC=1)([O-])=O.